From a dataset of CYP2D6 inhibition data for predicting drug metabolism from PubChem BioAssay. Regression/Classification. Given a drug SMILES string, predict its absorption, distribution, metabolism, or excretion properties. Task type varies by dataset: regression for continuous measurements (e.g., permeability, clearance, half-life) or binary classification for categorical outcomes (e.g., BBB penetration, CYP inhibition). Dataset: cyp2d6_veith. (1) The drug is COc1ccc(-c2nc3cnc(N4CCNCC4)nc3n(CCC#N)c2=O)cc1. The result is 0 (non-inhibitor). (2) The compound is CCC(C)(C)n1nnnc1C(C(C)C)N(CCCO)Cc1cc2cc(C)ccc2[nH]c1=O. The result is 0 (non-inhibitor). (3) The molecule is CO[C@H]1[C@@H](OC(N)=O)[C@H](O)[C@@H](Oc2ccc3c(O)c(NC(=O)c4ccc([O-])c(CC=C(C)C)c4)c(=O)oc3c2C)OC1(C)C.[Na+]. The result is 0 (non-inhibitor). (4) The molecule is O=c1cc(C(F)(F)F)[nH]c(=O)n1C1CCCCC1. The result is 0 (non-inhibitor). (5) The result is 0 (non-inhibitor). The molecule is c1ccc(Nc2nc(-c3cccnc3)nc3ccccc23)cc1. (6) The molecule is CN(C)Cc1ccccc1-c1cc(NCc2cccs2)ncn1. The result is 1 (inhibitor). (7) The drug is C[S@](=N)(=O)CC[C@H](N)P(=O)(O)O. The result is 0 (non-inhibitor). (8) The molecule is Cn1c(-c2ccc(F)cc2)cnc1NCc1cccc(F)c1. The result is 1 (inhibitor). (9) The compound is O=C(O)CCC(=O)Nc1ccc(S(=O)(=O)Nc2nccs2)cc1. The result is 0 (non-inhibitor). (10) The molecule is O=C(O)[C@@H]1[C@H]2C(=O)C=C[C@H]([C@@H]1C(=O)O)N2Cc1ccccc1. The result is 0 (non-inhibitor).